Regression. Given two drug SMILES strings and cell line genomic features, predict the synergy score measuring deviation from expected non-interaction effect. From a dataset of NCI-60 drug combinations with 297,098 pairs across 59 cell lines. (1) Cell line: HCT-15. Synergy scores: CSS=-0.428, Synergy_ZIP=-0.611, Synergy_Bliss=1.12, Synergy_Loewe=-5.28, Synergy_HSA=-2.38. Drug 1: C1=CC=C(C=C1)NC(=O)CCCCCCC(=O)NO. Drug 2: CNC(=O)C1=NC=CC(=C1)OC2=CC=C(C=C2)NC(=O)NC3=CC(=C(C=C3)Cl)C(F)(F)F. (2) Drug 1: COC1=C(C=C2C(=C1)N=CN=C2NC3=CC(=C(C=C3)F)Cl)OCCCN4CCOCC4. Drug 2: CCN(CC)CCCC(C)NC1=C2C=C(C=CC2=NC3=C1C=CC(=C3)Cl)OC. Cell line: SNB-75. Synergy scores: CSS=31.9, Synergy_ZIP=-8.23, Synergy_Bliss=-1.69, Synergy_Loewe=0.734, Synergy_HSA=2.28. (3) Drug 1: C1=CC(=C2C(=C1NCCNCCO)C(=O)C3=C(C=CC(=C3C2=O)O)O)NCCNCCO. Drug 2: CC1C(C(CC(O1)OC2CC(OC(C2O)C)OC3=CC4=CC5=C(C(=O)C(C(C5)C(C(=O)C(C(C)O)O)OC)OC6CC(C(C(O6)C)O)OC7CC(C(C(O7)C)O)OC8CC(C(C(O8)C)O)(C)O)C(=C4C(=C3C)O)O)O)O. Cell line: MDA-MB-231. Synergy scores: CSS=44.9, Synergy_ZIP=7.60, Synergy_Bliss=12.0, Synergy_Loewe=0.0884, Synergy_HSA=11.5. (4) Drug 1: CC1=C(C(=O)C2=C(C1=O)N3CC4C(C3(C2COC(=O)N)OC)N4)N. Drug 2: C1=CC(=C(C=C1I)F)NC2=C(C=CC(=C2F)F)C(=O)NOCC(CO)O. Cell line: SK-OV-3. Synergy scores: CSS=40.4, Synergy_ZIP=-1.41, Synergy_Bliss=-3.10, Synergy_Loewe=-2.83, Synergy_HSA=0.393. (5) Drug 1: CCC1=CC2CC(C3=C(CN(C2)C1)C4=CC=CC=C4N3)(C5=C(C=C6C(=C5)C78CCN9C7C(C=CC9)(C(C(C8N6C)(C(=O)OC)O)OC(=O)C)CC)OC)C(=O)OC.C(C(C(=O)O)O)(C(=O)O)O. Drug 2: CC(C)CN1C=NC2=C1C3=CC=CC=C3N=C2N. Cell line: NCI-H460. Synergy scores: CSS=46.2, Synergy_ZIP=-1.82, Synergy_Bliss=-2.29, Synergy_Loewe=-10.8, Synergy_HSA=-2.24. (6) Drug 1: CC1=C(C=C(C=C1)NC2=NC=CC(=N2)N(C)C3=CC4=NN(C(=C4C=C3)C)C)S(=O)(=O)N.Cl. Drug 2: C1=NC2=C(N=C(N=C2N1C3C(C(C(O3)CO)O)O)F)N. Cell line: MDA-MB-435. Synergy scores: CSS=-6.31, Synergy_ZIP=0.326, Synergy_Bliss=-6.87, Synergy_Loewe=-23.8, Synergy_HSA=-10.7.